From a dataset of Reaction yield outcomes from USPTO patents with 853,638 reactions. Predict the reaction yield, written as a fraction of the theoretical maximum amount of product (1.0 means a 100% yield; for example, 0.34 means a 34% yield). (1) The catalyst is CN(C)C(=O)C. The product is [F:28][C:15]1[CH:14]=[CH:13][C:12]([O:11][C:8]2[CH:9]=[CH:10][C:5]3[N:6]([CH:29]=[C:3]([NH:2][C:32](=[O:33])[CH:31]([CH3:35])[CH3:30])[N:4]=3)[N:7]=2)=[CH:17][C:16]=1[NH:18][C:19]([C:21]1[N:25]([CH3:26])[N:24]=[C:23]([CH3:27])[CH:22]=1)=[O:20]. The reactants are Cl.[NH2:2][C:3]1[N:4]=[C:5]2[CH:10]=[CH:9][C:8]([O:11][C:12]3[CH:13]=[CH:14][C:15]([F:28])=[C:16]([NH:18][C:19]([C:21]4[N:25]([CH3:26])[N:24]=[C:23]([CH3:27])[CH:22]=4)=[O:20])[CH:17]=3)=[N:7][N:6]2[CH:29]=1.[CH3:30][CH:31]([CH3:35])[C:32](Cl)=[O:33]. The yield is 0.450. (2) The reactants are [Cl:1][C:2]1[CH:3]=[C:4]([NH:9][C:10]2[CH:15]=[CH:14][C:13]([N:16]3[CH2:21][CH2:20][NH:19][CH2:18][C@@H:17]3[CH3:22])=[CH:12][N:11]=2)[C:5](=[O:8])[NH:6][N:7]=1.[O:23]1[CH2:26][C:25](=O)[CH2:24]1.[BH3-]C#N.[Na+]. The catalyst is [Cl-].[Cl-].[Zn+2].CO. The product is [Cl:1][C:2]1[CH:3]=[C:4]([NH:9][C:10]2[CH:15]=[CH:14][C:13]([N:16]3[CH2:21][CH2:20][N:19]([CH:25]4[CH2:26][O:23][CH2:24]4)[CH2:18][C@@H:17]3[CH3:22])=[CH:12][N:11]=2)[C:5](=[O:8])[NH:6][N:7]=1. The yield is 0.560.